From a dataset of Full USPTO retrosynthesis dataset with 1.9M reactions from patents (1976-2016). Predict the reactants needed to synthesize the given product. (1) Given the product [NH2:16][C:17]1[C:18]2[CH:33]=[C:32]([C:34]3([C:36]4[CH:41]=[CH:40][CH:39]=[CH:38][CH:37]=4)[CH2:1][CH2:35]3)[S:31][C:19]=2[N:20]=[C:21]([C:23]2[CH:24]=[C:25]([CH:28]=[CH:29][CH:30]=2)[C:26]#[N:27])[N:22]=1, predict the reactants needed to synthesize it. The reactants are: [CH3:1]C([O-])(C)C.[K+].CS(C)=O.C1COCC1.[NH2:16][C:17]1[C:18]2[CH:33]=[C:32]([C:34]([C:36]3[CH:41]=[CH:40][CH:39]=[CH:38][CH:37]=3)=[CH2:35])[S:31][C:19]=2[N:20]=[C:21]([C:23]2[CH:24]=[C:25]([CH:28]=[CH:29][CH:30]=2)[C:26]#[N:27])[N:22]=1. (2) Given the product [C@H:13]12[N:6]([C:4]([C:3]3[C:21]([N:25]4[N:26]=[CH:27][CH:28]=[N:29]4)=[CH:22][CH:23]=[CH:24][C:2]=3[F:1])=[O:5])[CH2:7][C@H:8]1[CH2:9][CH2:10][NH:11][CH2:12]2, predict the reactants needed to synthesize it. The reactants are: [F:1][C:2]1[CH:24]=[CH:23][CH:22]=[C:21]([N:25]2[N:29]=[CH:28][CH:27]=[N:26]2)[C:3]=1[C:4]([N:6]1[C@H:13]2[C@H:8]([CH2:9][CH2:10][N:11](C(OC(C)(C)C)=O)[CH2:12]2)[CH2:7]1)=[O:5].C(O)(C(F)(F)F)=O. (3) Given the product [Cl:21][C:16]1[CH:17]=[CH:18][CH:19]=[CH:20][C:15]=1[O:14][C:12]1[CH2:13][N:9]([C@@H:4]([CH2:5][CH2:6][S:7][CH3:8])[C:3]([OH:23])=[O:2])[C:10](=[O:22])[CH:11]=1, predict the reactants needed to synthesize it. The reactants are: C[O:2][C:3](=[O:23])[C@@H:4]([N:9]1[CH2:13][C:12]([O:14][C:15]2[CH:20]=[CH:19][CH:18]=[CH:17][C:16]=2[Cl:21])=[CH:11][C:10]1=[O:22])[CH2:5][CH2:6][S:7][CH3:8].O1CCCC1.O.[OH-].[Li+]. (4) Given the product [F:1][C:2]([F:12])([CH3:11])[CH2:3][CH:4]([CH2:8][CH2:9][CH3:10])[C:5]([O-:7])=[O:6].[Na+:14], predict the reactants needed to synthesize it. The reactants are: [F:1][C:2]([F:12])([CH3:11])[CH2:3][CH:4]([CH2:8][CH2:9][CH3:10])[C:5]([OH:7])=[O:6].[OH-].[Na+:14]. (5) Given the product [CH3:9][O:8][C:5]1[N:6]=[CH:7][C:2]([NH2:63])=[CH:3][C:4]=1[C:10]([F:13])([F:12])[F:11], predict the reactants needed to synthesize it. The reactants are: I[C:2]1[CH:3]=[C:4]([C:10]([F:13])([F:12])[F:11])[C:5]([O:8][CH3:9])=[N:6][CH:7]=1.CC1(C)C2C=CC=C(P(C3C=CC=CC=3)C3C=CC=CC=3)C=2OC2C1=CC=CC=2P(C1C=CC=CC=1)C1C=CC=CC=1.C1(C(C2C=CC=CC=2)=[NH:63])C=CC=CC=1.CC([O-])(C)C.[Na+]. (6) Given the product [CH2:8]([O:10][C:11](=[O:32])[N:12]([C:21]1[CH:26]=[C:25]([C:6]2[O:7][C:3]([CH2:1][CH3:2])=[CH:4][N:5]=2)[N:24]=[C:23]([NH2:28])[C:22]=1[N+:29]([O-:31])=[O:30])[CH2:13][C:14]1[CH:15]=[N:16][C:17]([CH3:20])=[CH:18][CH:19]=1)[CH3:9], predict the reactants needed to synthesize it. The reactants are: [CH2:1]([C:3]1[O:7][CH:6]=[N:5][CH:4]=1)[CH3:2].[CH2:8]([O:10][C:11](=[O:32])[N:12]([C:21]1[CH:26]=[C:25](Br)[N:24]=[C:23]([NH2:28])[C:22]=1[N+:29]([O-:31])=[O:30])[CH2:13][C:14]1[CH:15]=[N:16][C:17]([CH3:20])=[CH:18][CH:19]=1)[CH3:9]. (7) Given the product [CH3:1][CH2:2][C@@H:3]([C:51]([O:53][CH2:61][C:58]1[CH:59]=[CH:60][CH:55]=[CH:56][CH:57]=1)=[O:52])[C@@H:4]1[O:9][C@@H:8]([C@H:10]([C@H:12]([OH:49])[C@@H:13]([C:15]([C@@H:17]([C@H:20]2[O:25][C@@:24]3([O:30][C@:29]4([O:34][C@@:33]([C@@H:36]5[O:41][C@@H:40]([CH3:42])[C@@:39]([OH:45])([CH2:43][CH3:44])[CH2:38][CH2:37]5)([CH3:35])[CH2:32][CH2:31]4)[C@H:28]([OH:46])[CH:27]=[CH:26]3)[C@H:23]([CH3:47])[CH2:22][C@@H:21]2[CH3:48])[CH2:18][CH3:19])=[O:16])[CH3:14])[CH3:11])[C@@H:7]([CH3:50])[CH2:6][CH2:5]1, predict the reactants needed to synthesize it. The reactants are: [CH3:1][CH2:2][C@@H:3]([C:51]([OH:53])=[O:52])[C@@H:4]1[O:9][C@@H:8]([C@H:10]([C@H:12]([OH:49])[C@@H:13]([C:15]([C@@H:17]([C@H:20]2[O:25][C@@:24]3([O:30][C@:29]4([O:34][C@@:33]([C@@H:36]5[O:41][C@@H:40]([CH3:42])[C@@:39]([OH:45])([CH2:43][CH3:44])[CH2:38][CH2:37]5)([CH3:35])[CH2:32][CH2:31]4)[C@H:28]([OH:46])[CH:27]=[CH:26]3)[C@H:23]([CH3:47])[CH2:22][C@@H:21]2[CH3:48])[CH2:18][CH3:19])=[O:16])[CH3:14])[CH3:11])[C@@H:7]([CH3:50])[CH2:6][CH2:5]1.[Na+].[CH:55]1[CH:60]=[CH:59][C:58]([CH2:61]Br)=[CH:57][CH:56]=1.C([O-])(O)=O.[Na+].CN(C=O)C. (8) Given the product [CH2:1]([O:3][C:4](=[O:31])[CH:5]([NH:12][C:13](=[O:30])[CH:14]([NH2:22])[CH2:15][C:16]1[CH:17]=[CH:18][CH:19]=[CH:20][CH:21]=1)[CH2:6][S:7][C:8]([CH3:11])([CH3:9])[CH3:10])[CH3:2], predict the reactants needed to synthesize it. The reactants are: [CH2:1]([O:3][C:4](=[O:31])[CH:5]([NH:12][C:13](=[O:30])[CH:14]([NH:22]C(OC(C)(C)C)=O)[CH2:15][C:16]1[CH:21]=[CH:20][CH:19]=[CH:18][CH:17]=1)[CH2:6][S:7][C:8]([CH3:11])([CH3:10])[CH3:9])[CH3:2].C(O)(C(F)(F)F)=O. (9) Given the product [NH2:1][C:4]1[CH:12]=[CH:11][C:10]2[N:9]3[C:13](=[O:21])[O:14][C@@H:15]([CH2:16][NH:17][C:18](=[O:20])[CH3:19])[C@@H:8]3[CH2:7][C:6]=2[CH:5]=1, predict the reactants needed to synthesize it. The reactants are: [N+:1]([C:4]1[CH:12]=[CH:11][C:10]2[N:9]3[C:13](=[O:21])[O:14][C@@H:15]([CH2:16][NH:17][C:18](=[O:20])[CH3:19])[C@@H:8]3[CH2:7][C:6]=2[CH:5]=1)([O-])=O. (10) The reactants are: Br[C:2]1[CH:7]=[CH:6][CH:5]=[CH:4][C:3]=1[CH:8]([OH:10])[CH3:9].C([Li])CCC.CCCCCC.[CH2:22]([N:29]1[CH2:34][CH2:33][C:32](=[O:35])[CH2:31][CH2:30]1)[C:23]1[CH:28]=[CH:27][CH:26]=[CH:25][CH:24]=1. Given the product [CH2:22]([N:29]1[CH2:34][CH2:33][C:32]([C:2]2[CH:7]=[CH:6][CH:5]=[CH:4][C:3]=2[CH:8]([OH:10])[CH3:9])([OH:35])[CH2:31][CH2:30]1)[C:23]1[CH:24]=[CH:25][CH:26]=[CH:27][CH:28]=1, predict the reactants needed to synthesize it.